This data is from Catalyst prediction with 721,799 reactions and 888 catalyst types from USPTO. The task is: Predict which catalyst facilitates the given reaction. (1) Reactant: [Cl:1][C:2]1[CH:10]=[CH:9][C:5]([CH2:6][C:7]#[N:8])=[C:4]([O:11][CH3:12])[CH:3]=1.[Cl:13][C:14]1[C:15]([F:22])=[C:16]([CH:19]=[CH:20][CH:21]=1)[CH:17]=O.C[O-].[Na+]. Product: [Cl:13][C:14]1[C:15]([F:22])=[C:16](/[CH:17]=[C:6](/[C:5]2[CH:9]=[CH:10][C:2]([Cl:1])=[CH:3][C:4]=2[O:11][CH3:12])\[C:7]#[N:8])[CH:19]=[CH:20][CH:21]=1. The catalyst class is: 5. (2) Reactant: [O:1]=[C:2]1[C@@H:8]2[C@@H:4]([CH2:5][CH2:6][NH:7]2)[N:3]1[S:9]([OH:12])(=[O:11])=[O:10].[C:13](=[O:16])(O)[O-].[Na+].O=[C:19]1[CH2:27][CH2:26][CH2:25][CH2:24][N:23]([C:28]([O:30][CH2:31][C:32]2[CH:37]=[CH:36][CH:35]=[CH:34][CH:33]=2)=[O:29])[CH2:22][CH2:21][CH2:20]1.C(#[N:40])C. Product: [CH2:31]([O:30][C:28]([N:23]1[CH2:24][CH2:25][CH2:26][CH2:27][CH:19]([NH:40][C:13]([N:7]2[CH2:6][CH2:5][C@@H:4]3[C@H:8]2[C:2](=[O:1])[N:3]3[S:9]([OH:12])(=[O:11])=[O:10])=[O:16])[CH2:20][CH2:21][CH2:22]1)=[O:29])[C:32]1[CH:37]=[CH:36][CH:35]=[CH:34][CH:33]=1. The catalyst class is: 6.